Task: Predict the reactants needed to synthesize the given product.. Dataset: Retrosynthesis with 50K atom-mapped reactions and 10 reaction types from USPTO Given the product OCC1c2ccccc2Oc2ccccc21, predict the reactants needed to synthesize it. The reactants are: O=C(O)C1c2ccccc2Oc2ccccc21.